From a dataset of Forward reaction prediction with 1.9M reactions from USPTO patents (1976-2016). Predict the product of the given reaction. (1) Given the reactants N[C:2]1[C:7]2[N:8]3[CH:16]([CH3:17])[CH2:15][N:14]([CH2:18][CH3:19])[C:13](=[O:20])[C:9]3=[C:10]([O:11][CH3:12])[C:6]=2[C:5](=[O:21])[N:4]([CH2:22][C:23]2[CH:28]=[CH:27][C:26]([F:29])=[C:25]([Cl:30])[CH:24]=2)[N:3]=1.N([O-])=O.[Na+].N1C=CC=CC=1.[FH:41], predict the reaction product. The product is: [Cl:30][C:25]1[CH:24]=[C:23]([CH:28]=[CH:27][C:26]=1[F:29])[CH2:22][N:4]1[C:5](=[O:21])[C:6]2[C:10]([O:11][CH3:12])=[C:9]3[C:13](=[O:20])[N:14]([CH2:18][CH3:19])[CH2:15][CH:16]([CH3:17])[N:8]3[C:7]=2[C:2]([F:41])=[N:3]1. (2) Given the reactants [H-].[Al+3].[Li+].[H-].[H-].[H-].C([O:9][C:10](=O)[C:11]([C:14]1[CH:19]=[CH:18][CH:17]=[C:16]([OH:20])[CH:15]=1)([CH3:13])[CH3:12])C, predict the reaction product. The product is: [OH:9][CH2:10][C:11]([C:14]1[CH:15]=[C:16]([OH:20])[CH:17]=[CH:18][CH:19]=1)([CH3:13])[CH3:12]. (3) Given the reactants [C:1]([O:5][C:6](=[O:37])[N:7]([CH2:16][C:17]1[CH:18]=[N:19][C:20]([CH3:36])=[C:21]([O:26][CH2:27][C:28]2[CH:33]=[CH:32][CH:31]=[C:30]([C:34]#[N:35])[CH:29]=2)[C:22]=1[CH:23](O)[CH3:24])[C:8]1[CH:13]=[CH:12][C:11]([C:14]#[N:15])=[CH:10][CH:9]=1)([CH3:4])([CH3:3])[CH3:2].COCCN(S(F)(F)[F:48])CCOC.C(=O)(O)[O-].[Na+].CCCCCC, predict the reaction product. The product is: [C:1]([O:5][C:6](=[O:37])[N:7]([CH2:16][C:17]1[CH:18]=[N:19][C:20]([CH3:36])=[C:21]([O:26][CH2:27][C:28]2[CH:33]=[CH:32][CH:31]=[C:30]([C:34]#[N:35])[CH:29]=2)[C:22]=1[CH:23]([F:48])[CH3:24])[C:8]1[CH:13]=[CH:12][C:11]([C:14]#[N:15])=[CH:10][CH:9]=1)([CH3:4])([CH3:3])[CH3:2].[CH3:36][C:20]1[N:19]=[CH:18][C:17]2[CH2:16][N:7]([C:8]3[CH:9]=[CH:10][C:11]([C:14]#[N:15])=[CH:12][CH:13]=3)[C:6](=[O:37])[O:5][CH:23]([CH3:24])[C:22]=2[C:21]=1[O:26][CH2:27][C:28]1[CH:33]=[CH:32][CH:31]=[C:30]([C:34]#[N:35])[CH:29]=1.